This data is from Reaction yield outcomes from USPTO patents with 853,638 reactions. The task is: Predict the reaction yield, written as a fraction of the theoretical maximum amount of product (1.0 means a 100% yield; for example, 0.34 means a 34% yield). (1) The reactants are [C:1]([C:5]1[CH:9]=[C:8]([NH:10][C:11]([NH:13][C:14]2[C:23]3[C:18](=[CH:19][CH:20]=[CH:21][CH:22]=3)[CH:17]=[CH:16][CH:15]=2)=[O:12])[N:7]([C:24]2[CH:25]=[C:26]([CH2:30][C:31](O)=[O:32])[CH:27]=[CH:28][CH:29]=2)[N:6]=1)([CH3:4])([CH3:3])[CH3:2].[NH2:34][CH2:35][CH2:36][OH:37].CCN(CC)CC. The catalyst is C1COCC1. The product is [C:1]([C:5]1[CH:9]=[C:8]([NH:10][C:11]([NH:13][C:14]2[C:23]3[C:18](=[CH:19][CH:20]=[CH:21][CH:22]=3)[CH:17]=[CH:16][CH:15]=2)=[O:12])[N:7]([C:24]2[CH:25]=[C:26]([CH2:30][C:31]([NH:34][CH2:35][CH2:36][OH:37])=[O:32])[CH:27]=[CH:28][CH:29]=2)[N:6]=1)([CH3:3])([CH3:2])[CH3:4]. The yield is 0.500. (2) The reactants are C[O:2][C:3](=O)[C:4]1[CH:9]=[CH:8][C:7]([NH:10][C:11](=[O:26])[CH:12]([C:19]2[CH:24]=[CH:23][C:22]([Cl:25])=[CH:21][CH:20]=2)[CH2:13][CH:14]2[CH2:18][CH2:17][CH2:16][CH2:15]2)=[N:6][CH:5]=1.[H-].[Al+3].[Li+].[H-].[H-].[H-]. The catalyst is O1CCCC1. The product is [Cl:25][C:22]1[CH:21]=[CH:20][C:19]([CH:12]([CH2:13][CH:14]2[CH2:15][CH2:16][CH2:17][CH2:18]2)[C:11]([NH:10][C:7]2[CH:8]=[CH:9][C:4]([CH2:3][OH:2])=[CH:5][N:6]=2)=[O:26])=[CH:24][CH:23]=1. The yield is 0.161. (3) The reactants are ClC1C=C(C=CC=1)C(O)=O.[Br:11][C:12]1[CH:17]=[N+:16]([O-])[CH:15]=[C:14]2[NH:19][CH:20]=[CH:21][C:13]=12.[Si]([C:26]#[N:27])(C)(C)C. The catalyst is C(#N)C. The product is [Br:11][C:12]1[CH:17]=[N:16][C:15]([C:26]#[N:27])=[C:14]2[NH:19][CH:20]=[CH:21][C:13]=12. The yield is 0.930. (4) The reactants are [C:1]([O:5][C:6]([N:8]1[CH2:13][CH2:12][N:11]([C:14]2[CH:19]=[CH:18][C:17]([NH2:20])=[CH:16][C:15]=2[C:21]#[N:22])[CH2:10][CH2:9]1)=[O:7])([CH3:4])([CH3:3])[CH3:2].[C:23]1([C:29]2[O:30][C:31]([C:37]([F:40])([F:39])[F:38])=[C:32]([C:34](O)=[O:35])[N:33]=2)[CH:28]=[CH:27][CH:26]=[CH:25][CH:24]=1.C(N(CC)CC)C.Cl.CN(C)CCCN=C=NCC. The catalyst is C(Cl)Cl. The product is [C:1]([O:5][C:6]([N:8]1[CH2:13][CH2:12][N:11]([C:14]2[CH:19]=[CH:18][C:17]([NH:20][C:34]([C:32]3[N:33]=[C:29]([C:23]4[CH:28]=[CH:27][CH:26]=[CH:25][CH:24]=4)[O:30][C:31]=3[C:37]([F:39])([F:40])[F:38])=[O:35])=[CH:16][C:15]=2[C:21]#[N:22])[CH2:10][CH2:9]1)=[O:7])([CH3:4])([CH3:2])[CH3:3]. The yield is 0.250. (5) The reactants are Br.[CH2:2]([C:4]1[N:5]=[C:6]([C@@H:9]([NH2:20])[CH2:10][C:11]2[CH:16]=[CH:15][C:14]([N+:17]([O-:19])=[O:18])=[CH:13][CH:12]=2)[S:7][CH:8]=1)[CH3:3].[C:21]([NH:24][C@H:25]([C:33](O)=[O:34])[CH2:26][C:27]1[CH:32]=[CH:31][CH:30]=[CH:29][CH:28]=1)(=[O:23])[CH3:22].ON1C2C=CC=CC=2N=N1.C(N(C(C)C)CC)(C)C.CN(C)CCCN=C=NCC. The catalyst is CN(C=O)C.O. The product is [C:21]([NH:24][C@@H:25]([CH2:26][C:27]1[CH:28]=[CH:29][CH:30]=[CH:31][CH:32]=1)[C:33]([NH:20][C@H:9]([C:6]1[S:7][CH:8]=[C:4]([CH2:2][CH3:3])[N:5]=1)[CH2:10][C:11]1[CH:16]=[CH:15][C:14]([N+:17]([O-:19])=[O:18])=[CH:13][CH:12]=1)=[O:34])(=[O:23])[CH3:22]. The yield is 0.700. (6) The reactants are [C:1]([O:5][C:6](=[O:22])[NH:7][C@H:8]([C:12]1[CH:17]=[C:16]([C:18](=[O:20])[NH2:19])[CH:15]=[C:14](Br)[CH:13]=1)[CH2:9][CH:10]=[CH2:11])([CH3:4])([CH3:3])[CH3:2].[F:23][CH:24]([F:33])[N:25]1[CH:29]=[C:28]([N+:30]([O-:32])=[O:31])[CH:27]=[N:26]1.C12(P(C34CC5CC(CC(C5)C3)C4)CCCC)CC3CC(CC(C3)C1)C2.C([O-])([O-])=O.[K+].[K+].C(O)(=O)C(C)(C)C. The product is [C:18]([C:16]1[CH:17]=[C:12]([C@@H:8]([NH:7][C:6](=[O:22])[O:5][C:1]([CH3:4])([CH3:3])[CH3:2])[CH2:9][CH:10]=[CH2:11])[CH:13]=[C:14]([C:29]2[N:25]([CH:24]([F:23])[F:33])[N:26]=[CH:27][C:28]=2[N+:30]([O-:32])=[O:31])[CH:15]=1)(=[O:20])[NH2:19]. The catalyst is O1CCOCC1.CC([O-])=O.CC([O-])=O.[Pd+2]. The yield is 0.724.